Dataset: CYP2C9 inhibition data for predicting drug metabolism from PubChem BioAssay. Task: Regression/Classification. Given a drug SMILES string, predict its absorption, distribution, metabolism, or excretion properties. Task type varies by dataset: regression for continuous measurements (e.g., permeability, clearance, half-life) or binary classification for categorical outcomes (e.g., BBB penetration, CYP inhibition). Dataset: cyp2c9_veith. (1) The molecule is CC(C)OC(=O)c1cccc(C(=O)Oc2ccc(Br)cc2)n1. The result is 0 (non-inhibitor). (2) The molecule is C/C(=N\OCc1cccc(Cl)c1Cl)c1ccc(CC#N)s1. The result is 1 (inhibitor).